From a dataset of Forward reaction prediction with 1.9M reactions from USPTO patents (1976-2016). Predict the product of the given reaction. (1) Given the reactants [CH:1]1([C:4]2[N:8]([C:9]([O:11][C:12]([CH3:15])([CH3:14])[CH3:13])=[O:10])[C:7]3[CH:16]=[C:17]([C:21]4[C:22]([CH3:27])=[N:23][O:24][C:25]=4[CH3:26])[CH:18]=[C:19](I)[C:6]=3[N:5]=2)[CH2:3][CH2:2]1.C([Li])CCC.CON(C)[C:36]([C:38]1[N:43]=[CH:42][CH:41]=[CH:40][N:39]=1)=[O:37].[Cl-].[NH4+], predict the reaction product. The product is: [CH:1]1([C:4]2[N:8]([C:9]([O:11][C:12]([CH3:15])([CH3:14])[CH3:13])=[O:10])[C:7]3[CH:16]=[C:17]([C:21]4[C:22]([CH3:27])=[N:23][O:24][C:25]=4[CH3:26])[CH:18]=[C:19]([C:36]([C:38]4[N:43]=[CH:42][CH:41]=[CH:40][N:39]=4)=[O:37])[C:6]=3[N:5]=2)[CH2:3][CH2:2]1. (2) Given the reactants [Cl:1][C:2]1[CH:3]=[C:4]([CH:18]=[C:19]([Cl:21])[CH:20]=1)[O:5][C:6]1[CH:14]=[CH:13][C:9]([C:10]([NH2:12])=O)=[CH:8][C:7]=1[N+:15]([O-:17])=[O:16].C(N(C(C)C)C(C)C)C.O(S(C(F)(F)F)(=O)=O)S(C(F)(F)F)(=O)=O.O, predict the reaction product. The product is: [C:10]([C:9]1[CH:13]=[CH:14][C:6]([O:5][C:4]2[CH:18]=[C:19]([Cl:21])[CH:20]=[C:2]([Cl:1])[CH:3]=2)=[C:7]([N+:15]([O-:17])=[O:16])[CH:8]=1)#[N:12].